Dataset: Forward reaction prediction with 1.9M reactions from USPTO patents (1976-2016). Task: Predict the product of the given reaction. Given the reactants [F:1][C:2]1[C:3]([O:32][CH3:33])=[C:4]([C@H:8]([CH2:30][CH3:31])[CH2:9][C@@:10]([C:26]([F:29])([F:28])[F:27])([OH:25])[CH:11]=NC2C=C(F)C=C3C=2C=CC(C)=N3)[CH:5]=[CH:6][CH:7]=1.B(Br)(Br)Br.C([O-])(O)=[O:39].[Na+], predict the reaction product. The product is: [F:1][C:2]1[C:3]([O:32][CH3:33])=[C:4]([C@H:8]([CH2:30][CH3:31])[CH2:9][C@:10]([OH:25])([C:26]([F:27])([F:28])[F:29])[CH:11]=[O:39])[CH:5]=[CH:6][CH:7]=1.